This data is from NCI-60 drug combinations with 297,098 pairs across 59 cell lines. The task is: Regression. Given two drug SMILES strings and cell line genomic features, predict the synergy score measuring deviation from expected non-interaction effect. (1) Drug 1: C1CCN(CC1)CCOC2=CC=C(C=C2)C(=O)C3=C(SC4=C3C=CC(=C4)O)C5=CC=C(C=C5)O. Drug 2: CC(C1=C(C=CC(=C1Cl)F)Cl)OC2=C(N=CC(=C2)C3=CN(N=C3)C4CCNCC4)N. Cell line: NCIH23. Synergy scores: CSS=11.1, Synergy_ZIP=-1.14, Synergy_Bliss=-0.989, Synergy_Loewe=-12.8, Synergy_HSA=-5.99. (2) Drug 2: CC(CN1CC(=O)NC(=O)C1)N2CC(=O)NC(=O)C2. Cell line: SN12C. Synergy scores: CSS=34.4, Synergy_ZIP=-4.38, Synergy_Bliss=-0.756, Synergy_Loewe=2.48, Synergy_HSA=2.67. Drug 1: C1CCN(CC1)CCOC2=CC=C(C=C2)C(=O)C3=C(SC4=C3C=CC(=C4)O)C5=CC=C(C=C5)O. (3) Drug 1: CC(CN1CC(=O)NC(=O)C1)N2CC(=O)NC(=O)C2. Cell line: COLO 205. Synergy scores: CSS=52.7, Synergy_ZIP=-3.95, Synergy_Bliss=-1.11, Synergy_Loewe=-1.60, Synergy_HSA=1.97. Drug 2: CN(CC1=CN=C2C(=N1)C(=NC(=N2)N)N)C3=CC=C(C=C3)C(=O)NC(CCC(=O)O)C(=O)O. (4) Drug 1: CC1=C(C=C(C=C1)NC2=NC=CC(=N2)N(C)C3=CC4=NN(C(=C4C=C3)C)C)S(=O)(=O)N.Cl. Drug 2: C1CC(C1)(C(=O)O)C(=O)O.[NH2-].[NH2-].[Pt+2]. Cell line: UO-31. Synergy scores: CSS=24.6, Synergy_ZIP=18.6, Synergy_Bliss=20.3, Synergy_Loewe=22.5, Synergy_HSA=23.2. (5) Drug 1: C1=NC2=C(N=C(N=C2N1C3C(C(C(O3)CO)O)O)F)N. Drug 2: C(CC(=O)O)C(=O)CN.Cl. Cell line: U251. Synergy scores: CSS=4.92, Synergy_ZIP=-4.04, Synergy_Bliss=-4.18, Synergy_Loewe=-1.48, Synergy_HSA=-2.70.